Dataset: Forward reaction prediction with 1.9M reactions from USPTO patents (1976-2016). Task: Predict the product of the given reaction. (1) Given the reactants [NH2:1][C:2]1[CH:11]=[C:10]([C:12]2[C:21]3[C:16](=[CH:17][C:18]([O:27][CH2:28][CH3:29])=[C:19]4[O:24][C:23]([CH3:26])([CH3:25])[CH2:22][C:20]4=3)[CH2:15][C:14]([CH3:31])([CH3:30])[N:13]=2)[CH:9]=[CH:8][C:3]=1[C:4]([O:6][CH3:7])=[O:5].[CH3:32][O:33][C:34]1[CH:42]=[CH:41][CH:40]=[CH:39][C:35]=1[C:36](Cl)=[O:37].CCCCCC, predict the reaction product. The product is: [CH2:28]([O:27][C:18]1[CH:17]=[C:16]2[C:21](=[C:20]3[CH2:22][C:23]([CH3:26])([CH3:25])[O:24][C:19]=13)[C:12]([C:10]1[CH:9]=[CH:8][C:3]([C:4]([O:6][CH3:7])=[O:5])=[C:2]([NH:1][C:36](=[O:37])[C:35]3[CH:39]=[CH:40][CH:41]=[CH:42][C:34]=3[O:33][CH3:32])[CH:11]=1)=[N:13][C:14]([CH3:30])([CH3:31])[CH2:15]2)[CH3:29]. (2) Given the reactants [F:1][C:2]([F:7])([F:6])[C:3]([OH:5])=[O:4].[F:8][C:9]([F:14])([F:13])[C:10]([OH:12])=[O:11].F[C:16](F)(F)[C:17](O)=[O:18].[Cl:22][C:23]1[CH:24]=[N:25][C:26]2[NH:27][C:28]3[CH:29]=[N:30][CH:31]=[C:32]([CH:54]=3)[CH2:33][CH2:34][C:35]3[CH:43]=[C:39]([NH:40][C:41]=1[N:42]=2)[CH:38]=[CH:37][C:36]=3[O:44][CH2:45][C:46](=[O:53])[N:47]1[CH2:52][CH2:51][NH:50][CH2:49][CH2:48]1.C(Cl)(=O)C, predict the reaction product. The product is: [F:1][C:2]([F:7])([F:6])[C:3]([OH:5])=[O:4].[F:8][C:9]([F:14])([F:13])[C:10]([OH:12])=[O:11].[C:17]([N:50]1[CH2:51][CH2:52][N:47]([C:46](=[O:53])[CH2:45][O:44][C:36]2[CH:37]=[CH:38][C:39]3[NH:40][C:41]4[N:42]=[C:26]([NH:27][C:28]5[CH:29]=[N:30][CH:31]=[C:32]([CH:54]=5)[CH2:33][CH2:34][C:35]=2[CH:43]=3)[N:25]=[CH:24][C:23]=4[Cl:22])[CH2:48][CH2:49]1)(=[O:18])[CH3:16]. (3) Given the reactants [CH3:1][O:2][C:3](=[O:15])[C@@H:4]([OH:14])[C@@H:5]([C:7]1[CH:12]=[CH:11][CH:10]=[CH:9][C:8]=1[Cl:13])[OH:6].S(=O)(=O)(O)O, predict the reaction product. The product is: [CH3:1][O:2][C:3]([C@@H:4]1[C@@H:5]([C:7]2[CH:12]=[CH:11][CH:10]=[CH:9][C:8]=2[Cl:13])[O:6][C:5]([CH2:7][CH3:8])([CH2:4][CH3:3])[O:14]1)=[O:15]. (4) Given the reactants [F:1][C:2]([F:22])([F:21])[CH2:3][N:4]1[C:9](=[O:10])[C:8]([O:11]C)=[C:7]([C:13]2[CH:18]=[CH:17][C:16]([S:19][CH3:20])=[CH:15][CH:14]=2)[CH:6]=[N:5]1.Br.O, predict the reaction product. The product is: [F:22][C:2]([F:1])([F:21])[CH2:3][N:4]1[C:9](=[O:10])[C:8]([OH:11])=[C:7]([C:13]2[CH:18]=[CH:17][C:16]([S:19][CH3:20])=[CH:15][CH:14]=2)[CH:6]=[N:5]1. (5) Given the reactants [C:1]1([NH:7][C:8]([N:10]2[CH2:15][CH2:14][NH:13][CH2:12][CH2:11]2)=[O:9])[CH:6]=[CH:5][CH:4]=[CH:3][CH:2]=1.[Br:16][C:17]1[CH:18]=[C:19]([CH:22]=[CH:23][CH:24]=1)[CH:20]=O, predict the reaction product. The product is: [C:1]1([NH:7][C:8]([N:10]2[CH2:15][CH2:14][N:13]([CH2:20][C:19]3[CH:22]=[CH:23][CH:24]=[C:17]([Br:16])[CH:18]=3)[CH2:12][CH2:11]2)=[O:9])[CH:6]=[CH:5][CH:4]=[CH:3][CH:2]=1.